From a dataset of NCI-60 drug combinations with 297,098 pairs across 59 cell lines. Regression. Given two drug SMILES strings and cell line genomic features, predict the synergy score measuring deviation from expected non-interaction effect. (1) Drug 1: CCCS(=O)(=O)NC1=C(C(=C(C=C1)F)C(=O)C2=CNC3=C2C=C(C=N3)C4=CC=C(C=C4)Cl)F. Drug 2: CC=C1C(=O)NC(C(=O)OC2CC(=O)NC(C(=O)NC(CSSCCC=C2)C(=O)N1)C(C)C)C(C)C. Cell line: K-562. Synergy scores: CSS=44.2, Synergy_ZIP=10.5, Synergy_Bliss=13.6, Synergy_Loewe=-51.1, Synergy_HSA=12.2. (2) Drug 1: CCCS(=O)(=O)NC1=C(C(=C(C=C1)F)C(=O)C2=CNC3=C2C=C(C=N3)C4=CC=C(C=C4)Cl)F. Drug 2: CC12CCC3C(C1CCC2=O)CC(=C)C4=CC(=O)C=CC34C. Cell line: HOP-62. Synergy scores: CSS=21.9, Synergy_ZIP=2.51, Synergy_Bliss=6.14, Synergy_Loewe=-3.75, Synergy_HSA=5.45. (3) Drug 1: CC(C1=C(C=CC(=C1Cl)F)Cl)OC2=C(N=CC(=C2)C3=CN(N=C3)C4CCNCC4)N. Drug 2: CCC1(C2=C(COC1=O)C(=O)N3CC4=CC5=C(C=CC(=C5CN(C)C)O)N=C4C3=C2)O.Cl. Cell line: SK-MEL-28. Synergy scores: CSS=3.41, Synergy_ZIP=0.672, Synergy_Bliss=2.98, Synergy_Loewe=-4.42, Synergy_HSA=-1.83.